Predict the product of the given reaction. From a dataset of Forward reaction prediction with 1.9M reactions from USPTO patents (1976-2016). (1) Given the reactants [OH-].[Na+].[CH2:3]([O:10][C:11]1[CH:12]=[C:13]([C:23]2[CH:28]=[CH:27][CH:26]=[C:25]([CH2:29][N:30]([CH3:40])[C:31](=[O:39])[CH2:32][CH2:33][CH2:34][CH2:35][CH2:36][CH2:37][CH3:38])[CH:24]=2)[CH:14]=[CH:15][C:16]=1[CH:17]=[CH:18][C:19]([O:21]C)=[O:20])[C:4]1[CH:9]=[CH:8][CH:7]=[CH:6][CH:5]=1.O.C(O)(=O)C, predict the reaction product. The product is: [CH2:3]([O:10][C:11]1[CH:12]=[C:13]([C:23]2[CH:28]=[CH:27][CH:26]=[C:25]([CH2:29][N:30]([CH3:40])[C:31](=[O:39])[CH2:32][CH2:33][CH2:34][CH2:35][CH2:36][CH2:37][CH3:38])[CH:24]=2)[CH:14]=[CH:15][C:16]=1[CH:17]=[CH:18][C:19]([OH:21])=[O:20])[C:4]1[CH:5]=[CH:6][CH:7]=[CH:8][CH:9]=1. (2) Given the reactants [C:1]([C:23](OC)=[O:24])([C:4]([C:7]([C:10]([C:13]([C:16]([C:19]([F:22])([F:21])[F:20])([F:18])[F:17])([F:15])[F:14])([F:12])[F:11])([F:9])[F:8])([F:6])[F:5])([F:3])[F:2].[CH3:27][NH:28][CH2:29][CH2:30][OH:31], predict the reaction product. The product is: [C:1]([C:23]([N:28]([CH2:29][CH2:30][OH:31])[CH3:27])=[O:24])([C:4]([C:7]([C:10]([C:13]([C:16]([C:19]([F:20])([F:22])[F:21])([F:18])[F:17])([F:15])[F:14])([F:11])[F:12])([F:8])[F:9])([F:6])[F:5])([F:2])[F:3]. (3) The product is: [F:34][C:31]1[C:32]([CH3:33])=[C:27]([C:24]2[CH:23]=[CH:22][C:21]([CH2:20][C@H:19]([NH:18][C:16]([C@H:13]3[CH2:12][CH2:11][C@H:10]([CH2:9][NH:8][C:6](=[O:7])[O:5][C:1]([CH3:2])([CH3:4])[CH3:3])[CH2:15][CH2:14]3)=[O:17])[C:38](=[O:51])[NH:39][C:40]3[CH:45]=[CH:44][C:43]([C:46]4[N:50]=[N:49][NH:48][N:47]=4)=[CH:42][CH:41]=3)=[CH:26][CH:25]=2)[CH:28]=[C:29]([C:35](=[O:36])[NH:55][CH:52]([CH3:54])[CH3:53])[CH:30]=1. Given the reactants [C:1]([O:5][C:6]([NH:8][CH2:9][C@H:10]1[CH2:15][CH2:14][C@H:13]([C:16]([NH:18][C@H:19]([C:38](=[O:51])[NH:39][C:40]2[CH:45]=[CH:44][C:43]([C:46]3[N:47]=[N:48][NH:49][N:50]=3)=[CH:42][CH:41]=2)[CH2:20][C:21]2[CH:26]=[CH:25][C:24]([C:27]3[C:32]([CH3:33])=[C:31]([F:34])[CH:30]=[C:29]([C:35](O)=[O:36])[CH:28]=3)=[CH:23][CH:22]=2)=[O:17])[CH2:12][CH2:11]1)=[O:7])([CH3:4])([CH3:3])[CH3:2].[CH:52]([NH2:55])([CH3:54])[CH3:53].C(N(CC)C(C)C)(C)C.F[P-](F)(F)(F)(F)F.CN(C(N(C)C)=[N+]1C2C(=NC=CC=2)[N+]([O-])=N1)C.Cl, predict the reaction product. (4) Given the reactants [F:1][C:2]([F:13])([F:12])[C:3]1[CH:8]=[CH:7][C:6]([CH2:9][CH2:10][NH2:11])=[CH:5][CH:4]=1.[CH:14]1([CH:17]=O)[CH2:16][CH2:15]1, predict the reaction product. The product is: [CH:14]1([CH2:17][NH:11][CH2:10][CH2:9][C:6]2[CH:5]=[CH:4][C:3]([C:2]([F:12])([F:13])[F:1])=[CH:8][CH:7]=2)[CH2:16][CH2:15]1. (5) Given the reactants [CH3:1][O:2][C:3](=[O:10])[C@@H:4]([CH2:6][CH:7]([CH3:9])[CH3:8])[NH2:5].[CH2:11]1[CH2:17][S:14](=[O:16])(=[O:15])[O:13][CH2:12]1, predict the reaction product. The product is: [CH3:1][O:2][C:3]([C@H:4]([NH:5][CH2:12][CH2:11][CH2:17][S:14]([OH:16])(=[O:15])=[O:13])[CH2:6][CH:7]([CH3:9])[CH3:8])=[O:10]. (6) Given the reactants [NH2:1][C:2]1[CH:3]=[C:4]([CH2:9][C:10]([O:12][CH2:13][CH3:14])=[O:11])[CH:5]=[CH:6][C:7]=1[NH2:8].[C:15]1([CH3:24])[C:16]([N:21]=[C:22]=S)=[CH:17][CH:18]=[CH:19][CH:20]=1.C(N=C=NC(C)C)(C)C, predict the reaction product. The product is: [C:15]1([CH3:24])[CH:20]=[CH:19][CH:18]=[CH:17][C:16]=1[NH:21][C:22]1[NH:1][C:2]2[CH:3]=[C:4]([CH2:9][C:10]([O:12][CH2:13][CH3:14])=[O:11])[CH:5]=[CH:6][C:7]=2[N:8]=1.